Predict the product of the given reaction. From a dataset of Forward reaction prediction with 1.9M reactions from USPTO patents (1976-2016). (1) Given the reactants Cl.O.[OH:3][C:4]12[C:15]3[C:10](=[C:11]([N+:16]([O-])=O)[CH:12]=[CH:13][CH:14]=3)[C:9](=[O:19])[C:8]1([NH:20][C:21]([C:23]1[O:24][CH:25]=[CH:26][CH:27]=1)=[O:22])[C:7]1[CH:28]=[CH:29][C:30]([CH:32]([CH3:34])[CH3:33])=[CH:31][C:6]=1[O:5]2, predict the reaction product. The product is: [NH2:16][C:11]1[CH:12]=[CH:13][CH:14]=[C:15]2[C:10]=1[C:9](=[O:19])[C:8]1([NH:20][C:21]([C:23]3[O:24][CH:25]=[CH:26][CH:27]=3)=[O:22])[C:7]3[CH:28]=[CH:29][C:30]([CH:32]([CH3:34])[CH3:33])=[CH:31][C:6]=3[O:5][C:4]12[OH:3]. (2) Given the reactants Cl[C:2]1[S:3][C:4]2[CH:10]=[C:9]([C:11]([O:13][CH3:14])=[O:12])[CH:8]=[C:7]([O:15][CH3:16])[C:5]=2[N:6]=1.[CH:17]12[NH:24][CH:21]([CH2:22][CH2:23]1)[CH2:20][CH:19]([O:25][CH2:26][C:27]1[C:28]([C:35]3[CH:40]=[CH:39][CH:38]=[CH:37][C:36]=3[O:41][C:42]([F:45])([F:44])[F:43])=[N:29][O:30][C:31]=1[CH:32]1[CH2:34][CH2:33]1)[CH2:18]2.C(N(C(C)C)CC)(C)C, predict the reaction product. The product is: [CH:32]1([C:31]2[O:30][N:29]=[C:28]([C:35]3[CH:40]=[CH:39][CH:38]=[CH:37][C:36]=3[O:41][C:42]([F:43])([F:44])[F:45])[C:27]=2[CH2:26][O:25][CH:19]2[CH2:18][CH:17]3[N:24]([C:2]4[S:3][C:4]5[CH:10]=[C:9]([C:11]([O:13][CH3:14])=[O:12])[CH:8]=[C:7]([O:15][CH3:16])[C:5]=5[N:6]=4)[CH:21]([CH2:22][CH2:23]3)[CH2:20]2)[CH2:33][CH2:34]1. (3) Given the reactants [C:1]([C:5]1[S:9][C:8]([CH:10]2[CH2:15][CH:14]([C:16]([O:18]C)=[O:17])[CH2:13][CH2:12][N:11]2[C:20]([O:22][CH3:23])=[O:21])=[CH:7][CH:6]=1)([CH3:4])([CH3:3])[CH3:2].O.[Br-].[Li+].CC(OC)(C)C, predict the reaction product. The product is: [C:1]([C:5]1[S:9][C:8]([CH:10]2[CH2:15][CH:14]([C:16]([OH:18])=[O:17])[CH2:13][CH2:12][N:11]2[C:20]([O:22][CH3:23])=[O:21])=[CH:7][CH:6]=1)([CH3:4])([CH3:2])[CH3:3]. (4) The product is: [NH2:1][C:2]1[S:3][C:4]([S:7][S:7][C:4]2[S:3][C:2]([NH2:1])=[N:6][N:5]=2)=[N:5][N:6]=1. Given the reactants [NH2:1][C:2]1[S:3][C:4]([SH:7])=[N:5][N:6]=1.[OH-].[Na+].II, predict the reaction product. (5) Given the reactants [Cl:1][C:2]1[CH:3]=[N:4][CH:5]=[C:6]([Cl:25])[C:7]=1[S:8][C:9]1[S:13][C:12]([C:14]([NH:16][CH:17]2[CH2:21][CH2:20][NH:19][CH2:18]2)=[O:15])=[CH:11][C:10]=1[N+:22]([O-:24])=[O:23].[CH:26](=O)[CH3:27].[Na], predict the reaction product. The product is: [Cl:1][C:2]1[CH:3]=[N:4][CH:5]=[C:6]([Cl:25])[C:7]=1[S:8][C:9]1[S:13][C:12]([C:14]([NH:16][CH:17]2[CH2:21][CH2:20][N:19]([CH2:26][CH3:27])[CH2:18]2)=[O:15])=[CH:11][C:10]=1[N+:22]([O-:24])=[O:23].